This data is from NCI-60 drug combinations with 297,098 pairs across 59 cell lines. The task is: Regression. Given two drug SMILES strings and cell line genomic features, predict the synergy score measuring deviation from expected non-interaction effect. (1) Drug 1: CC1CCC2CC(C(=CC=CC=CC(CC(C(=O)C(C(C(=CC(C(=O)CC(OC(=O)C3CCCCN3C(=O)C(=O)C1(O2)O)C(C)CC4CCC(C(C4)OC)OCCO)C)C)O)OC)C)C)C)OC. Drug 2: CN1C2=C(C=C(C=C2)N(CCCl)CCCl)N=C1CCCC(=O)O.Cl. Cell line: MOLT-4. Synergy scores: CSS=32.7, Synergy_ZIP=-8.73, Synergy_Bliss=-1.44, Synergy_Loewe=-37.7, Synergy_HSA=-3.82. (2) Drug 1: CC=C1C(=O)NC(C(=O)OC2CC(=O)NC(C(=O)NC(CSSCCC=C2)C(=O)N1)C(C)C)C(C)C. Cell line: NCI-H522. Synergy scores: CSS=53.0, Synergy_ZIP=-1.35, Synergy_Bliss=-2.14, Synergy_Loewe=-34.9, Synergy_HSA=-0.600. Drug 2: CC1CCC2CC(C(=CC=CC=CC(CC(C(=O)C(C(C(=CC(C(=O)CC(OC(=O)C3CCCCN3C(=O)C(=O)C1(O2)O)C(C)CC4CCC(C(C4)OC)OCCO)C)C)O)OC)C)C)C)OC. (3) Drug 1: C1=CC(=CC=C1C#N)C(C2=CC=C(C=C2)C#N)N3C=NC=N3. Drug 2: C1=NC2=C(N=C(N=C2N1C3C(C(C(O3)CO)O)F)Cl)N. Cell line: T-47D. Synergy scores: CSS=-6.93, Synergy_ZIP=3.22, Synergy_Bliss=2.62, Synergy_Loewe=-9.10, Synergy_HSA=-6.61. (4) Drug 2: CC1=C2C(C(=O)C3(C(CC4C(C3C(C(C2(C)C)(CC1OC(=O)C(C(C5=CC=CC=C5)NC(=O)C6=CC=CC=C6)O)O)OC(=O)C7=CC=CC=C7)(CO4)OC(=O)C)O)C)OC(=O)C. Synergy scores: CSS=31.4, Synergy_ZIP=-13.4, Synergy_Bliss=-9.30, Synergy_Loewe=-19.9, Synergy_HSA=-5.91. Cell line: UACC62. Drug 1: CC1C(C(CC(O1)OC2CC(CC3=C2C(=C4C(=C3O)C(=O)C5=C(C4=O)C(=CC=C5)OC)O)(C(=O)C)O)N)O.Cl. (5) Drug 1: CN1C(=O)N2C=NC(=C2N=N1)C(=O)N. Drug 2: CC1=C(C=C(C=C1)NC(=O)C2=CC=C(C=C2)CN3CCN(CC3)C)NC4=NC=CC(=N4)C5=CN=CC=C5. Cell line: NCIH23. Synergy scores: CSS=0.703, Synergy_ZIP=-0.947, Synergy_Bliss=-2.88, Synergy_Loewe=-5.11, Synergy_HSA=-3.99. (6) Drug 1: C1=CN(C(=O)N=C1N)C2C(C(C(O2)CO)O)O.Cl. Drug 2: C#CCC(CC1=CN=C2C(=N1)C(=NC(=N2)N)N)C3=CC=C(C=C3)C(=O)NC(CCC(=O)O)C(=O)O. Cell line: OVCAR3. Synergy scores: CSS=50.1, Synergy_ZIP=-0.459, Synergy_Bliss=-4.34, Synergy_Loewe=-8.50, Synergy_HSA=-2.62. (7) Drug 1: CC(CN1CC(=O)NC(=O)C1)N2CC(=O)NC(=O)C2. Drug 2: CC1=C(N=C(N=C1N)C(CC(=O)N)NCC(C(=O)N)N)C(=O)NC(C(C2=CN=CN2)OC3C(C(C(C(O3)CO)O)O)OC4C(C(C(C(O4)CO)O)OC(=O)N)O)C(=O)NC(C)C(C(C)C(=O)NC(C(C)O)C(=O)NCCC5=NC(=CS5)C6=NC(=CS6)C(=O)NCCC[S+](C)C)O. Cell line: MDA-MB-231. Synergy scores: CSS=19.9, Synergy_ZIP=-8.57, Synergy_Bliss=-0.786, Synergy_Loewe=1.25, Synergy_HSA=2.33. (8) Drug 1: CNC(=O)C1=CC=CC=C1SC2=CC3=C(C=C2)C(=NN3)C=CC4=CC=CC=N4. Drug 2: C1=CC(=C2C(=C1NCCNCCO)C(=O)C3=C(C=CC(=C3C2=O)O)O)NCCNCCO. Cell line: SN12C. Synergy scores: CSS=58.8, Synergy_ZIP=9.71, Synergy_Bliss=8.60, Synergy_Loewe=1.24, Synergy_HSA=10.2. (9) Synergy scores: CSS=1.18, Synergy_ZIP=-0.717, Synergy_Bliss=-1.65, Synergy_Loewe=-1.52, Synergy_HSA=-1.39. Drug 2: CC12CCC3C(C1CCC2O)C(CC4=C3C=CC(=C4)O)CCCCCCCCCS(=O)CCCC(C(F)(F)F)(F)F. Cell line: OVCAR-4. Drug 1: CC1=C(C=C(C=C1)NC2=NC=CC(=N2)N(C)C3=CC4=NN(C(=C4C=C3)C)C)S(=O)(=O)N.Cl.